Predict the reaction yield, written as a fraction of the theoretical maximum amount of product (1.0 means a 100% yield; for example, 0.34 means a 34% yield). From a dataset of Reaction yield outcomes from USPTO patents with 853,638 reactions. The reactants are B(Br)(Br)Br.C[O:6][C:7]1[CH:12]=[CH:11][CH:10]=[C:9]([NH:13][C:14]2[CH:19]=[CH:18][CH:17]=[C:16]([C:20]3[CH:25]=[CH:24][CH:23]=[CH:22][C:21]=3[CH3:26])[CH:15]=2)[CH:8]=1. The catalyst is C(Cl)Cl. The product is [OH:6][C:7]1[CH:12]=[CH:11][CH:10]=[C:9]([NH:13][C:14]2[CH:19]=[CH:18][CH:17]=[C:16]([C:20]3[CH:25]=[CH:24][CH:23]=[CH:22][C:21]=3[CH3:26])[CH:15]=2)[CH:8]=1. The yield is 0.680.